From a dataset of Reaction yield outcomes from USPTO patents with 853,638 reactions. Predict the reaction yield, written as a fraction of the theoretical maximum amount of product (1.0 means a 100% yield; for example, 0.34 means a 34% yield). (1) The reactants are [Br:1][C:2]1[CH:3]=[N:4][CH:5]=[CH:6][C:7]=1[CH2:8][CH2:9][CH2:10]CCC.BrC1C=NC=CC=1C=CC. No catalyst specified. The product is [Br:1][C:2]1[CH:3]=[N:4][CH:5]=[CH:6][C:7]=1[CH2:8][CH2:9][CH3:10]. The yield is 0.790. (2) The reactants are [Cl:1][C:2]1[CH:9]=[C:8](B2OC(C)(C)C(C)(C)O2)[CH:7]=[CH:6][C:3]=1[C:4]#[N:5].Br[C:20]1[CH:21]=[C:22]([CH:26]([CH:34]2[CH2:36][CH2:35]2)[NH:27][S:28]([CH:31]([CH3:33])[CH3:32])(=[O:30])=[O:29])[CH:23]=[N:24][CH:25]=1.C([O-])([O-])=O.[Na+].[Na+]. The catalyst is CN(C=O)C.Cl[Pd](Cl)([P](C1C=CC=CC=1)(C1C=CC=CC=1)C1C=CC=CC=1)[P](C1C=CC=CC=1)(C1C=CC=CC=1)C1C=CC=CC=1. The product is [Cl:1][C:2]1[CH:9]=[C:8]([C:20]2[CH:21]=[C:22]([CH:26]([CH:34]3[CH2:36][CH2:35]3)[NH:27][S:28]([CH:31]([CH3:33])[CH3:32])(=[O:29])=[O:30])[CH:23]=[N:24][CH:25]=2)[CH:7]=[CH:6][C:3]=1[C:4]#[N:5]. The yield is 0.670. (3) The reactants are [Br:1][C:2]1[N:6]([S:7]([C:10]2[CH:15]=[CH:14][CH:13]=[CH:12][CH:11]=2)(=[O:9])=[O:8])[CH:5]=[C:4]([CH2:16][NH:17][CH3:18])[CH:3]=1.[C:19](=[O:22])([O-])[OH:20].[Na+]. The catalyst is C(OCC)(=O)C. The product is [C:4]([O:20][C:19](=[O:22])[N:17]([CH2:16][C:4]1[CH:3]=[C:2]([Br:1])[N:6]([S:7]([C:10]2[CH:15]=[CH:14][CH:13]=[CH:12][CH:11]=2)(=[O:9])=[O:8])[CH:5]=1)[CH3:18])([CH3:16])([CH3:5])[CH3:3]. The yield is 0.730. (4) The reactants are [NH:1]=[C:2](SC)[C:3]1[C:4]([CH3:16])=[CH:5][C:6]([CH:13]([CH3:15])[CH3:14])=[C:7]([CH:12]=1)[C:8]([O:10][CH3:11])=[O:9].[CH3:19][O:20][CH2:21][C:22]([NH:24][NH2:25])=O. The catalyst is C(O)(=O)C. The product is [CH:13]([C:6]1[CH:5]=[C:4]([CH3:16])[C:3]([C:2]2[NH:1][C:22]([CH2:21][O:20][CH3:19])=[N:24][N:25]=2)=[CH:12][C:7]=1[C:8]([O:10][CH3:11])=[O:9])([CH3:15])[CH3:14]. The yield is 0.270. (5) The reactants are [CH3:1][C:2]1[CH:3]=[C:4]([O:10][CH3:11])[C:5](=[O:9])[NH:6][C:7]=1[CH3:8].[OH-].[K+].I[CH2:15][CH2:16][CH2:17][CH3:18]. The catalyst is C(O)CCC. The product is [CH2:15]([N:6]1[C:7]([CH3:8])=[C:2]([CH3:1])[CH:3]=[C:4]([O:10][CH3:11])[C:5]1=[O:9])[CH2:16][CH2:17][CH3:18]. The yield is 0.296.